From a dataset of Forward reaction prediction with 1.9M reactions from USPTO patents (1976-2016). Predict the product of the given reaction. Given the reactants [Cl:1][CH2:2][C:3]1[N:8]=[C:7]([C:9]2[CH:14]=[CH:13][CH:12]=[CH:11][N:10]=2)[N:6]=[C:5](O)[CH:4]=1.P(Cl)(Cl)([Cl:18])=O, predict the reaction product. The product is: [Cl:18][C:5]1[CH:4]=[C:3]([CH2:2][Cl:1])[N:8]=[C:7]([C:9]2[CH:14]=[CH:13][CH:12]=[CH:11][N:10]=2)[N:6]=1.